Dataset: Full USPTO retrosynthesis dataset with 1.9M reactions from patents (1976-2016). Task: Predict the reactants needed to synthesize the given product. (1) Given the product [I-:34].[CH2:22]([O:21][C:19]([N:16]1[CH2:15][CH2:14][CH:13]([NH:12][C:10](=[O:11])[C@@H:9]([NH:8][C:6]([O:5][C:1]([CH3:4])([CH3:3])[CH3:2])=[O:7])[CH2:29][CH2:30][S+:31]([CH3:33])[CH3:32])[CH2:18][CH2:17]1)=[O:20])[C:23]1[CH:24]=[CH:25][CH:26]=[CH:27][CH:28]=1, predict the reactants needed to synthesize it. The reactants are: [C:1]([O:5][C:6]([NH:8][C@@H:9]([CH2:29][CH2:30][S:31][CH3:32])[C:10]([NH:12][CH:13]1[CH2:18][CH2:17][N:16]([C:19]([O:21][CH2:22][C:23]2[CH:28]=[CH:27][CH:26]=[CH:25][CH:24]=2)=[O:20])[CH2:15][CH2:14]1)=[O:11])=[O:7])([CH3:4])([CH3:3])[CH3:2].[CH3:33][I:34]. (2) Given the product [C:17]([C:19]1[CH:20]=[C:21]([CH:25]=[CH:26][CH:27]=1)[C:22]([NH:13][CH2:12][CH2:11][C:10]1[CH:9]=[N:8][C:7]([CH3:14])=[C:6]2[O:15][C:2]([CH3:16])([CH3:1])[O:3][CH2:4][C:5]=12)=[O:23])#[N:18], predict the reactants needed to synthesize it. The reactants are: [CH3:1][C:2]1([CH3:16])[O:15][C:6]2=[C:7]([CH3:14])[N:8]=[CH:9][C:10]([CH2:11][CH2:12][NH2:13])=[C:5]2[CH2:4][O:3]1.[C:17]([C:19]1[CH:20]=[C:21]([CH:25]=[CH:26][CH:27]=1)[C:22](O)=[O:23])#[N:18]. (3) Given the product [O:1]=[C:2]1[CH:7]=[C:6]([CH2:8][NH:9][C:10](=[O:16])[O:11][C:12]([CH3:13])([CH3:15])[CH3:14])[CH:5]=[CH:4][N:3]1[C:24]1[CH:29]=[CH:28][N:27]=[C:26]([C:30]([F:33])([F:32])[F:31])[CH:25]=1, predict the reactants needed to synthesize it. The reactants are: [O:1]=[C:2]1[CH:7]=[C:6]([CH2:8][NH:9][C:10](=[O:16])[O:11][C:12]([CH3:15])([CH3:14])[CH3:13])[CH:5]=[CH:4][NH:3]1.C([O-])([O-])=O.[K+].[K+].Br[C:24]1[CH:29]=[CH:28][N:27]=[C:26]([C:30]([F:33])([F:32])[F:31])[CH:25]=1.CN[C@@H]1CCCC[C@H]1NC. (4) Given the product [NH2:27][CH:22]([C:20]1[CH:19]=[C:18]([CH2:34][O:35][C:36]2[CH:41]=[CH:40][CH:39]=[CH:38][C:37]=2[CH2:42][C:43]([O:45][CH3:46])=[O:44])[CH:17]=[C:16]([C:12]2[CH:13]=[CH:14][CH:15]=[C:10]([CH2:9][NH2:8])[CH:11]=2)[CH:21]=1)[C:23]([F:24])([F:25])[F:26], predict the reactants needed to synthesize it. The reactants are: C(OC([NH:8][CH2:9][C:10]1[CH:11]=[C:12]([C:16]2[CH:21]=[C:20]([CH:22]([NH:27]S(C(C)(C)C)=O)[C:23]([F:26])([F:25])[F:24])[CH:19]=[C:18]([CH2:34][O:35][C:36]3[CH:41]=[CH:40][CH:39]=[CH:38][C:37]=3[CH2:42][C:43]([O:45][CH3:46])=[O:44])[CH:17]=2)[CH:13]=[CH:14][CH:15]=1)=O)(C)(C)C.Cl.O1CCOCC1. (5) The reactants are: C(C1C=C(C(C2N(C)N=C(C3C=CC=CC=3)N=2)O)C=CC=1)C.[CH3:23][N:24]1[CH:28]=[N:27][C:26]([C:29]2[CH:34]=[CH:33][CH:32]=[CH:31][CH:30]=2)=[N:25]1.[F:35][C:36]1[CH:43]=[C:42]([F:44])[C:41]([O:45][CH3:46])=[CH:40][C:37]=1[CH:38]=[O:39]. Given the product [F:35][C:36]1[CH:43]=[C:42]([F:44])[C:41]([O:45][CH3:46])=[CH:40][C:37]=1[CH:38]([C:28]1[N:24]([CH3:23])[N:25]=[C:26]([C:29]2[CH:30]=[CH:31][CH:32]=[CH:33][CH:34]=2)[N:27]=1)[OH:39], predict the reactants needed to synthesize it.